From a dataset of Reaction yield outcomes from USPTO patents with 853,638 reactions. Predict the reaction yield, written as a fraction of the theoretical maximum amount of product (1.0 means a 100% yield; for example, 0.34 means a 34% yield). (1) The yield is 0.690. The reactants are [Br:1][C:2]1[CH:3]=[N:4][N:5]([CH3:16])[C:6]=1[C:7]1[CH:8]=[C:9]([C:13]([OH:15])=O)[S:10][C:11]=1[CH3:12].[NH2:17][C@@H:18]([CH2:31][C:32]1[CH:37]=[CH:36][CH:35]=[C:34]([C:38]([F:41])([F:40])[F:39])[CH:33]=1)[CH2:19][N:20]1[C:28](=[O:29])[C:27]2[C:22](=[CH:23][CH:24]=[CH:25][CH:26]=2)[C:21]1=[O:30].CC(OC(N[C@H](C(O)=O)CC1C=CC=CC=1C(F)(F)F)=O)(C)C.C1CN([P+](Br)(N2CCCC2)N2CCCC2)CC1.F[P-](F)(F)(F)(F)F.CCN(C(C)C)C(C)C. The catalyst is C(Cl)(Cl)Cl. The product is [Br:1][C:2]1[CH:3]=[N:4][N:5]([CH3:16])[C:6]=1[C:7]1[CH:8]=[C:9]([C:13]([NH:17][C@@H:18]([CH2:31][C:32]2[CH:37]=[CH:36][CH:35]=[C:34]([C:38]([F:41])([F:39])[F:40])[CH:33]=2)[CH2:19][N:20]2[C:21](=[O:30])[C:22]3[C:27](=[CH:26][CH:25]=[CH:24][CH:23]=3)[C:28]2=[O:29])=[O:15])[S:10][C:11]=1[CH3:12]. (2) The reactants are [CH:1]1[C:14]2[CH:13]=[C:12](B(O)O)[C:11]3[C:6](=[CH:7][CH:8]=[CH:9][CH:10]=3)[C:5]=2[CH:4]=[CH:3][CH:2]=1.[Br:18][C:19]1[C:28]2[C:23](=[CH:24][CH:25]=[CH:26][CH:27]=2)[C:22](Br)=[CH:21][CH:20]=1.C(COC)OC.C(=O)([O-])[O-].[Na+].[Na+]. The catalyst is C1C=CC([P]([Pd]([P](C2C=CC=CC=2)(C2C=CC=CC=2)C2C=CC=CC=2)([P](C2C=CC=CC=2)(C2C=CC=CC=2)C2C=CC=CC=2)[P](C2C=CC=CC=2)(C2C=CC=CC=2)C2C=CC=CC=2)(C2C=CC=CC=2)C2C=CC=CC=2)=CC=1.O.C1(C)C=CC=CC=1. The product is [Br:18][C:19]1[C:28]2[C:23](=[CH:24][CH:25]=[CH:26][CH:27]=2)[CH:22]=[C:21]([C:12]2[C:11]3[C:6]([C:5]4[CH:4]=[CH:3][CH:2]=[CH:1][C:14]=4[CH:13]=2)=[CH:7][CH:8]=[CH:9][CH:10]=3)[CH:20]=1. The yield is 0.550. (3) The reactants are [CH2:1]([N:3]1[C:12](=[O:13])[C:11]2[C:6](=[CH:7][CH:8]=[C:9]([N+:14]([O-:16])=[O:15])[CH:10]=2)[NH:5][C:4]1=[O:17])[CH3:2].C(=O)([O-])[O-].[K+].[K+].Cl[CH2:25][Si:26]([CH3:29])([CH3:28])[CH3:27]. The catalyst is CN(C=O)C. The product is [CH2:1]([N:3]1[C:12](=[O:13])[C:11]2[C:6](=[CH:7][CH:8]=[C:9]([N+:14]([O-:16])=[O:15])[CH:10]=2)[N:5]([CH2:25][Si:26]([CH3:29])([CH3:28])[CH3:27])[C:4]1=[O:17])[CH3:2]. The yield is 0.850. (4) The reactants are [N+:1]([C:4]1[CH:10]=[CH:9][C:7]([NH2:8])=[CH:6][CH:5]=1)([O-:3])=[O:2].[Br:11]Br. The catalyst is C(O)(=O)C. The product is [Br:11][C:9]1[CH:10]=[C:4]([N+:1]([O-:3])=[O:2])[CH:5]=[CH:6][C:7]=1[NH2:8]. The yield is 0.820. (5) The reactants are [C:1]([N:8]1[CH2:12][C@@H:11]([N:13]=[N+:14]=[N-:15])[CH2:10][C@H:9]1[C:16]([OH:18])=O)([O:3][C:4]([CH3:7])([CH3:6])[CH3:5])=[O:2].CCN(C(C)C)C(C)C.[CH3:28][N:29]1[CH2:34][CH2:33][NH:32][CH2:31][CH2:30]1.C1C=CC2N(O)N=NC=2C=1.C(Cl)CCl. The catalyst is CN(C=O)C. The product is [C:1]([N:8]1[CH2:12][C@@H:11]([N:13]=[N+:14]=[N-:15])[CH2:10][C@H:9]1[C:16]([N:32]1[CH2:33][CH2:34][N:29]([CH3:28])[CH2:30][CH2:31]1)=[O:18])([O:3][C:4]([CH3:5])([CH3:6])[CH3:7])=[O:2]. The yield is 0.930. (6) The reactants are [CH3:1][C:2]1[N:3]=[C:4]([NH2:7])[S:5][CH:6]=1.Cl[C:9]1[CH:14]=[C:13]([S:15][C:16]2[CH:17]=[C:18]([CH:23]=[CH:24][CH:25]=2)[C:19]([O:21][CH3:22])=[O:20])[CH:12]=[CH:11][N:10]=1.P([O-])([O-])([O-])=O.[K+].[K+].[K+]. The catalyst is C1C=CC(/C=C/C(/C=C/C2C=CC=CC=2)=O)=CC=1.C1C=CC(/C=C/C(/C=C/C2C=CC=CC=2)=O)=CC=1.C1C=CC(/C=C/C(/C=C/C2C=CC=CC=2)=O)=CC=1.[Pd].[Pd].C1(P(C2C=CC=CC=2)C2C3OC4C(=CC=CC=4P(C4C=CC=CC=4)C4C=CC=CC=4)C(C)(C)C=3C=CC=2)C=CC=CC=1. The product is [CH3:1][C:2]1[N:3]=[C:4]([NH:7][C:9]2[CH:14]=[C:13]([S:15][C:16]3[CH:17]=[C:18]([CH:23]=[CH:24][CH:25]=3)[C:19]([O:21][CH3:22])=[O:20])[CH:12]=[CH:11][N:10]=2)[S:5][CH:6]=1. The yield is 0.735.